This data is from Reaction yield outcomes from USPTO patents with 853,638 reactions. The task is: Predict the reaction yield, written as a fraction of the theoretical maximum amount of product (1.0 means a 100% yield; for example, 0.34 means a 34% yield). The reactants are [Br:1]N1C(=O)CCC1=O.[Cl:9][C:10]1[C:11]2[CH:18]=[CH:17][NH:16][C:12]=2[N:13]=[CH:14][N:15]=1. The catalyst is C(Cl)Cl. The product is [Br:1][C:18]1[C:11]2[C:10]([Cl:9])=[N:15][CH:14]=[N:13][C:12]=2[NH:16][CH:17]=1. The yield is 0.691.